This data is from Forward reaction prediction with 1.9M reactions from USPTO patents (1976-2016). The task is: Predict the product of the given reaction. The product is: [Cl:1][C:2]1[C:3]([CH3:8])=[N:4][N:5]2[C:13]([OH:14])=[C:12]([CH2:17][C:18]([O:20][CH3:21])=[O:19])[C:9]([CH3:10])=[N:7][C:6]=12. Given the reactants [Cl:1][C:2]1[C:3]([CH3:8])=[N:4][NH:5][C:6]=1[NH2:7].[C:9]([CH:12]([CH2:17][C:18]([O:20][CH3:21])=[O:19])[C:13](OC)=[O:14])(=O)[CH3:10], predict the reaction product.